From a dataset of Peptide-MHC class II binding affinity with 134,281 pairs from IEDB. Regression. Given a peptide amino acid sequence and an MHC pseudo amino acid sequence, predict their binding affinity value. This is MHC class II binding data. (1) The peptide sequence is IFYDVFFAVANGNEL. The MHC is DRB3_0202 with pseudo-sequence DRB3_0202. The binding affinity (normalized) is 0.367. (2) The peptide sequence is IQGNVTSIHSLLDEG. The MHC is HLA-DPA10201-DPB10101 with pseudo-sequence HLA-DPA10201-DPB10101. The binding affinity (normalized) is 0.323. (3) The peptide sequence is RIVVPCREQDELIGR. The MHC is HLA-DQA10601-DQB10402 with pseudo-sequence HLA-DQA10601-DQB10402. The binding affinity (normalized) is 0.